Predict the reaction yield, written as a fraction of the theoretical maximum amount of product (1.0 means a 100% yield; for example, 0.34 means a 34% yield). From a dataset of Reaction yield outcomes from USPTO patents with 853,638 reactions. (1) The reactants are [C:1]1([CH2:7][CH2:8][CH2:9][O:10][CH2:11][C@@H:12]2[CH2:16][CH2:15][NH:14][CH2:13]2)[CH:6]=[CH:5][CH:4]=[CH:3][CH:2]=1.Br[C:18]1[CH:19]=[N:20][CH:21]=[C:22]([O:24][CH2:25][C@@H:26]2[CH2:30][CH2:29][CH2:28][N:27]2[C:31]([O:33][C:34]([CH3:37])([CH3:36])[CH3:35])=[O:32])[CH:23]=1.CC(C)([O-])C.[Na+]. The catalyst is C1(C)C=CC=CC=1.C1C=CC(/C=C/C(/C=C/C2C=CC=CC=2)=O)=CC=1.C1C=CC(/C=C/C(/C=C/C2C=CC=CC=2)=O)=CC=1.C1C=CC(/C=C/C(/C=C/C2C=CC=CC=2)=O)=CC=1.[Pd].[Pd].C1(P(C2C=CC=CC=2)C2C3OC4C(=CC=CC=4P(C4C=CC=CC=4)C4C=CC=CC=4)C(C)(C)C=3C=CC=2)C=CC=CC=1. The product is [C:34]([O:33][C:31]([N:27]1[CH2:28][CH2:29][CH2:30][C@H:26]1[CH2:25][O:24][C:22]1[CH:21]=[N:20][CH:19]=[C:18]([N:14]2[CH2:15][CH2:16][C@@H:12]([CH2:11][O:10][CH2:9][CH2:8][CH2:7][C:1]3[CH:2]=[CH:3][CH:4]=[CH:5][CH:6]=3)[CH2:13]2)[CH:23]=1)=[O:32])([CH3:37])([CH3:35])[CH3:36]. The yield is 0.900. (2) The reactants are [Br:1][C:2]1[CH:3]=[C:4]2[C:8](=[CH:9][CH:10]=1)[NH:7][CH:6]=[C:5]2/[CH:11]=[C:12]1\[O:13][C:14]2[C:21]([CH2:22][N:23]3[CH2:28][CH2:27][N:26](C(OC(C)(C)C)=O)[CH2:25][CH2:24]3)=[C:20]([OH:36])[CH:19]=[CH:18][C:15]=2[C:16]\1=[O:17].[ClH:37]. The catalyst is C(Cl)Cl.O1CCOCC1. The product is [ClH:37].[ClH:37].[Br:1][C:2]1[CH:3]=[C:4]2[C:8](=[CH:9][CH:10]=1)[NH:7][CH:6]=[C:5]2/[CH:11]=[C:12]1\[O:13][C:14]2[C:21]([CH2:22][N:23]3[CH2:24][CH2:25][NH:26][CH2:27][CH2:28]3)=[C:20]([OH:36])[CH:19]=[CH:18][C:15]=2[C:16]\1=[O:17]. The yield is 0.910. (3) The reactants are C([O:4][CH2:5][C:6]1[N:10]([CH2:11][CH2:12][CH2:13][CH2:14][CH2:15][CH2:16][O:17][C:18](=[O:23])[C:19](C)(C)C)[C:9]2[CH:24]=[CH:25][C:26]([C:28]#[N:29])=[CH:27][C:8]=2[N:7]=1)(=O)C.C([O-])([O-])=O.[K+].[K+]. The catalyst is CO.CCOC(C)=O. The product is [C:28]([C:26]1[CH:25]=[CH:24][C:9]2[N:10]([CH2:11][CH2:12][CH2:13][CH2:14][CH2:15][CH2:16][O:17][C:18](=[O:23])[CH3:19])[C:6]([CH2:5][OH:4])=[N:7][C:8]=2[CH:27]=1)#[N:29]. The yield is 0.720.